From a dataset of Forward reaction prediction with 1.9M reactions from USPTO patents (1976-2016). Predict the product of the given reaction. (1) Given the reactants COC1C=C(OC)C=CC=1C[N:6]1[C:16](=[O:17])[C:15]2[N:18]3[C:8](=[C:9]([C:19]4[CH:24]=[CH:23][C:22]([CH2:25][NH:26][CH3:27])=[CH:21][CH:20]=4)[N:10]=[C:11]3[CH:12]=[CH:13][CH:14]=2)[CH2:7]1.O.[C:35]([OH:41])([C:37]([F:40])([F:39])[F:38])=[O:36], predict the reaction product. The product is: [F:38][C:37]([F:40])([F:39])[C:35]([O-:41])=[O:36].[CH3:27][NH2+:26][CH2:25][C:22]1[CH:21]=[CH:20][C:19]([C:9]2[N:10]=[C:11]3[N:18]4[C:15]([C:16](=[O:17])[NH:6][CH2:7][C:8]=24)=[CH:14][CH:13]=[CH:12]3)=[CH:24][CH:23]=1. (2) Given the reactants [C:1]([NH:22][C@H:23]([C:36]([OH:38])=[O:37])[CH2:24][C:25]1[CH:30]=[CH:29][C:28]([O:31][P:32]([OH:35])([OH:34])=[O:33])=[CH:27][CH:26]=1)(=[O:21])[CH2:2][CH2:3][CH2:4]/[CH:5]=[CH:6]\[CH2:7][CH:8]=[CH:9][CH2:10][CH:11]=[CH:12][CH2:13][CH:14]=[CH:15][CH2:16][CH2:17][CH2:18]CC.C(O)(=O)CCCCCCC/C=C\CC=CCC=CCC, predict the reaction product. The product is: [C:1]([NH:22][C@H:23]([C:36]([OH:38])=[O:37])[CH2:24][C:25]1[CH:30]=[CH:29][C:28]([O:31][P:32]([OH:35])([OH:34])=[O:33])=[CH:27][CH:26]=1)(=[O:21])[CH2:2][CH2:3][CH2:4][CH2:5][CH2:6][CH2:7][CH2:8]/[CH:9]=[CH:10]\[CH2:11][CH:12]=[CH:13][CH2:14][CH:15]=[CH:16][CH2:17][CH3:18]. (3) Given the reactants CO[C:3]([C:5]1[NH:6][NH:7][N:8]([CH:22]2[CH2:28][CH2:27][CH2:26][CH2:25][CH2:24][CH2:23]2)[C:9]=1[CH2:10][O:11][C:12]12[CH2:21][CH:16]3[CH2:17][CH:18]([CH2:20][CH:14]([CH2:15]3)[CH2:13]1)[CH2:19]2)=[O:4].ClC1C=CC=C(Cl)C=1N1N=C(C([NH:44][C:45]2[CH:46]=[C:47]([CH:51]=[CH:52][CH:53]=2)[C:48]([OH:50])=[O:49])=O)C(COC2C=CC=CC=2)=N1, predict the reaction product. The product is: [C:12]12([O:11][CH2:10][C:9]3[N:8]([CH:22]4[CH2:28][CH2:27][CH2:26][CH2:25][CH2:24][CH2:23]4)[NH:7][NH:6][C:5]=3[C:3]([NH:44][C:45]3[CH:46]=[C:47]([CH:51]=[CH:52][CH:53]=3)[C:48]([OH:50])=[O:49])=[O:4])[CH2:13][CH:14]3[CH2:15][CH:16]([CH2:17][CH:18]([CH2:20]3)[CH2:19]1)[CH2:21]2. (4) Given the reactants [C:1]([O:5][C:6](=[O:26])[C:7]([S:10][C:11]1[S:12][CH:13]=[C:14]([CH2:16][CH2:17][NH:18][CH2:19][CH2:20][CH2:21][CH2:22][CH2:23][CH2:24][CH3:25])[N:15]=1)([CH3:9])[CH3:8])([CH3:4])([CH3:3])[CH3:2].[CH2:27]=[C:28]1[O:32][C:30](=[O:31])[CH2:29]1, predict the reaction product. The product is: [C:1]([O:5][C:6](=[O:26])[C:7]([S:10][C:11]1[S:12][CH:13]=[C:14]([CH2:16][CH2:17][N:18]([C:30](=[O:31])[CH2:29][C:28]([CH3:27])=[O:32])[CH2:19][CH2:20][CH2:21][CH2:22][CH2:23][CH2:24][CH3:25])[N:15]=1)([CH3:9])[CH3:8])([CH3:4])([CH3:3])[CH3:2]. (5) The product is: [BrH:19].[Br:19][C:12]1[CH:13]=[C:14]([C:15]([F:18])([F:16])[F:17])[C:9]([NH:8][CH2:7][CH2:6][N:1]2[CH2:5][CH2:4][CH2:3][CH2:2]2)=[N:10][CH:11]=1. Given the reactants [N:1]1([CH2:6][CH2:7][NH:8][C:9]2[C:14]([C:15]([F:18])([F:17])[F:16])=[CH:13][CH:12]=[CH:11][N:10]=2)[CH2:5][CH2:4][CH2:3][CH2:2]1.[Br:19]Br.C(OCC)(=O)C, predict the reaction product.